Dataset: Forward reaction prediction with 1.9M reactions from USPTO patents (1976-2016). Task: Predict the product of the given reaction. (1) Given the reactants [NH2:1][C:2]1[CH:32]=[CH:31][C:5]([C:6]([NH:8][C:9]2[CH:30]=[CH:29][C:12]3[N:13]([CH:16]([C:23]4[CH:28]=[CH:27][CH:26]=[CH:25][CH:24]=4)[CH2:17][C:18]([O:20]CC)=[O:19])[CH:14]=[N:15][C:11]=3[CH:10]=2)=[O:7])=[CH:4][CH:3]=1, predict the reaction product. The product is: [NH2:1][C:2]1[CH:3]=[CH:4][C:5]([C:6]([NH:8][C:9]2[CH:30]=[CH:29][C:12]3[N:13]([CH:16]([C:23]4[CH:28]=[CH:27][CH:26]=[CH:25][CH:24]=4)[CH2:17][C:18]([OH:20])=[O:19])[CH:14]=[N:15][C:11]=3[CH:10]=2)=[O:7])=[CH:31][CH:32]=1. (2) Given the reactants Cl[C:2]1[C:3](=[O:20])[N:4]([CH:10]2[CH2:15][C:14]([CH3:17])([CH3:16])[CH2:13][C:12]([CH3:19])([CH3:18])[CH2:11]2)[N:5]=[CH:6][C:7]=1[NH:8][CH3:9].[OH-].[Na+].[H][H], predict the reaction product. The product is: [CH3:9][NH:8][C:7]1[CH:6]=[N:5][N:4]([CH:10]2[CH2:15][C:14]([CH3:16])([CH3:17])[CH2:13][C:12]([CH3:19])([CH3:18])[CH2:11]2)[C:3](=[O:20])[CH:2]=1. (3) Given the reactants [F:1][C:2]1[CH:3]=[CH:4][C:5]([O:10][C:11]2[CH:12]=[C:13]3[C:17](=[CH:18][CH:19]=2)[NH:16][N:15]=[CH:14]3)=[C:6]([CH:9]=1)[C:7]#[N:8].Cl[CH2:21][C:22]([N:24]([CH3:26])[CH3:25])=[O:23].C([O-])([O-])=O.[K+].[K+], predict the reaction product. The product is: [C:7]([C:6]1[CH:9]=[C:2]([F:1])[CH:3]=[CH:4][C:5]=1[O:10][C:11]1[CH:12]=[C:13]2[C:17](=[CH:18][CH:19]=1)[N:16]([CH2:21][C:22]([N:24]([CH3:26])[CH3:25])=[O:23])[N:15]=[CH:14]2)#[N:8]. (4) Given the reactants [CH3:1][O:2][C:3]([C:5]1[C:10]([CH:11]=C)=[C:9]([NH2:13])[N:8]=[C:7]([C:14]2[CH:19]=[CH:18][C:17]([Cl:20])=[C:16]([O:21][CH3:22])[C:15]=2[F:23])[N:6]=1)=[O:4].I([O-])(=O)(=O)=[O:25].[Na+], predict the reaction product. The product is: [CH3:1][O:2][C:3]([C:5]1[C:10]([CH:11]=[O:25])=[C:9]([NH2:13])[N:8]=[C:7]([C:14]2[CH:19]=[CH:18][C:17]([Cl:20])=[C:16]([O:21][CH3:22])[C:15]=2[F:23])[N:6]=1)=[O:4].